This data is from Full USPTO retrosynthesis dataset with 1.9M reactions from patents (1976-2016). The task is: Predict the reactants needed to synthesize the given product. (1) Given the product [Br:1][C:2]1[CH:9]=[CH:8][CH:7]=[CH:6][C:3]=1[CH:4]([OH:5])[C:14]([F:17])([F:16])[F:15], predict the reactants needed to synthesize it. The reactants are: [Br:1][C:2]1[CH:9]=[CH:8][CH:7]=[CH:6][C:3]=1[CH:4]=[O:5].C[Si]([C:14]([F:17])([F:16])[F:15])(C)C. (2) Given the product [CH:3]1([CH2:8][CH2:13][N:12]2[C:11]3[CH:21]=[CH:22][CH:23]=[CH:24][C:10]=3[N:9]=[C:8]2[C:3]2[CH:4]=[CH:5][CH:6]=[CH:7][C:2]=2[C:26]#[C:25][C:27]2[CH:34]=[CH:33][C:30]([C:31]#[N:32])=[CH:29][CH:28]=2)[CH2:4][CH2:5][CH2:6][CH2:7][CH2:2]1, predict the reactants needed to synthesize it. The reactants are: Br[C:2]1[CH:7]=[CH:6][CH:5]=[CH:4][C:3]=1[C:8]1[N:12]([CH2:13]C2CCC(C)CC2)[C:11]2[CH:21]=[CH:22][CH:23]=[CH:24][C:10]=2[N:9]=1.[C:25]([C:27]1[CH:34]=[CH:33][C:30]([C:31]#[N:32])=[CH:29][CH:28]=1)#[CH:26]. (3) Given the product [C:4]([O:3][C:1]([N:8]1[C@H:15]([C:16]2[CH:21]=[CH:20][CH:19]=[CH:18][CH:17]=2)[CH2:14][CH2:13][C@@H:9]1[C:10]([N:30]([O:31][CH3:32])[CH3:25])=[O:12])=[O:2])([CH3:5])([CH3:6])[CH3:7], predict the reactants needed to synthesize it. The reactants are: [C:1]([N:8]1[C@@H:15]([C:16]2[CH:21]=[CH:20][CH:19]=[CH:18][CH:17]=2)[CH2:14][CH2:13][C@H:9]1[C:10]([OH:12])=O)([O:3][C:4]([CH3:7])([CH3:6])[CH3:5])=[O:2].C1C=C[C:25]2[N:30]([OH:31])N=NC=2C=1.[CH2:32](Cl)CCl.CCN(C(C)C)C(C)C. (4) Given the product [Cl:1][CH2:2][CH2:3][CH2:4][C:5]([N:15]1[CH2:16][CH2:17][N:12]([S:9]([CH3:8])(=[O:11])=[O:10])[CH2:13][CH2:14]1)=[O:6], predict the reactants needed to synthesize it. The reactants are: [Cl:1][CH2:2][CH2:3][CH2:4][C:5](Cl)=[O:6].[CH3:8][S:9]([N:12]1[CH2:17][CH2:16][NH:15][CH2:14][CH2:13]1)(=[O:11])=[O:10].CCN(CC)CC. (5) The reactants are: C([Mg]Cl)(C)C.[Cl-].[Li+].Br[C:9]1[CH:14]=[CH:13][C:12]([C:15]2[CH:20]=[C:19]([F:21])[CH:18]=[C:17]([F:22])[CH:16]=2)=[C:11]([F:23])[CH:10]=1.[C:24](=[O:26])=[O:25]. Given the product [F:23][C:11]1[CH:10]=[C:9]([C:24]([OH:26])=[O:25])[CH:14]=[CH:13][C:12]=1[C:15]1[CH:20]=[C:19]([F:21])[CH:18]=[C:17]([F:22])[CH:16]=1, predict the reactants needed to synthesize it.